From a dataset of Full USPTO retrosynthesis dataset with 1.9M reactions from patents (1976-2016). Predict the reactants needed to synthesize the given product. (1) Given the product [CH2:17]([C:18]1[S:5][C:3]([NH2:4])=[N:1][N:2]=1)[CH2:16][CH2:15][C:14]#[CH:13], predict the reactants needed to synthesize it. The reactants are: [NH:1]([C:3](=[S:5])[NH2:4])[NH2:2].C(O)(C(F)(F)F)=O.[C:13](#N)[CH2:14][CH2:15][CH2:16][C:17]#[CH:18].[OH-].[Na+]. (2) The reactants are: [Br:1][C:2]1[CH:7]=[CH:6][C:5]([CH2:8][OH:9])=[C:4]([F:10])[CH:3]=1.[C:11]([Si:15](Cl)([CH3:17])[CH3:16])([CH3:14])([CH3:13])[CH3:12].N1C=CN=C1. Given the product [Br:1][C:2]1[CH:7]=[CH:6][C:5]([CH2:8][O:9][Si:15]([C:11]([CH3:14])([CH3:13])[CH3:12])([CH3:17])[CH3:16])=[C:4]([F:10])[CH:3]=1, predict the reactants needed to synthesize it. (3) Given the product [CH:11]([N:8]1[C:9]2[C:5](=[CH:4][CH:3]=[C:2]([NH:1][S:33]([CH3:32])(=[O:35])=[O:34])[CH:10]=2)[C:6]([C:14]2[CH:19]=[C:18]([F:20])[C:17]([F:21])=[C:16]([F:22])[CH:15]=2)=[CH:7]1)([CH3:13])[CH3:12], predict the reactants needed to synthesize it. The reactants are: [NH2:1][C:2]1[CH:10]=[C:9]2[C:5]([C:6]([C:14]3[CH:19]=[C:18]([F:20])[C:17]([F:21])=[C:16]([F:22])[CH:15]=3)=[CH:7][N:8]2[CH:11]([CH3:13])[CH3:12])=[CH:4][CH:3]=1.ClCCl.N1C=CC=CC=1.[CH3:32][S:33](Cl)(=[O:35])=[O:34]. (4) The reactants are: BrC1C=C(C2C=CC(C(OCC)=O)=CC=2)C=CC=1[OH:8].C(C1C=C(B(O)O)C=CC=1N1CCCC1)(C)(C)C.C(=O)([O-])[O-].[K+].[K+].[C:44]([C:48]1[CH:49]=[C:50]([C:59]2[CH:60]=[C:61]([C:66]3[CH:71]=[CH:70][C:69]([C:72]([O:74][CH2:75][CH3:76])=[O:73])=[CH:68][CH:67]=3)[CH:62]=[CH:63][C:64]=2O)[CH:51]=[CH:52][C:53]=1[N:54]1[CH2:58][CH2:57][CH2:56][CH2:55]1)([CH3:47])([CH3:46])[CH3:45]. Given the product [C:44]([C:48]1[CH:49]=[C:50]([C:59]2[CH:60]=[C:61]([C:66]3[CH:71]=[CH:70][C:69]([OH:8])([C:72]([O:74][CH2:75][CH3:76])=[O:73])[CH2:68][CH:67]=3)[CH:62]=[CH:63][CH:64]=2)[CH:51]=[CH:52][C:53]=1[N:54]1[CH2:58][CH2:57][CH2:56][CH2:55]1)([CH3:45])([CH3:46])[CH3:47], predict the reactants needed to synthesize it.